From a dataset of hERG Central: cardiac toxicity at 1µM, 10µM, and general inhibition. Predict hERG channel inhibition at various concentrations. (1) The molecule is CN(C)C(CNC(=O)c1ccccc1OCc1ccc(Cl)cc1)c1ccco1. Results: hERG_inhib (hERG inhibition (general)): blocker. (2) The compound is COc1ccc(C2C(=O)N(C3CCCCC3)CC(=O)N2Cc2ccco2)cc1. Results: hERG_inhib (hERG inhibition (general)): blocker. (3) The compound is CS(=O)(=O)Nc1ccc(C2=NN(C(=O)c3ccco3)C(c3ccc(F)cc3)C2)cc1. Results: hERG_inhib (hERG inhibition (general)): blocker. (4) The drug is Cc1cccc(N2N=C(C(=O)Nc3ccc(Cl)c(S(=O)(=O)N4CCOCC4)c3)CCC2=O)c1. Results: hERG_inhib (hERG inhibition (general)): blocker. (5) The molecule is C=CCn1c(=N)c(C(=O)NCCCOC)cc2c(=O)n3ccccc3nc21. Results: hERG_inhib (hERG inhibition (general)): blocker. (6) The molecule is CN1CCN(Cc2c(C(=O)N3CCc4ccccc4C3)nc3ccc(Cl)cn23)CC1. Results: hERG_inhib (hERG inhibition (general)): blocker.